Dataset: Reaction yield outcomes from USPTO patents with 853,638 reactions. Task: Predict the reaction yield, written as a fraction of the theoretical maximum amount of product (1.0 means a 100% yield; for example, 0.34 means a 34% yield). (1) The reactants are COC1C=C2C(=CC=1OC)N=CN=C2OC1C=C(C=CC=1)N.C1(C2C=C(NC(=O)OC3C=CC=CC=3)ON=2)CC1.[CH3:41][O:42][C:43]1[CH:44]=[C:45]2[C:50](=[CH:51][C:52]=1[O:53][CH3:54])[N:49]=[CH:48][N:47]=[C:46]2[O:55][C:56]1[CH:57]=[C:58]([NH:62][C:63]([NH:65][C:66]2[O:70][N:69]=[C:68]([CH:71]([CH3:73])[CH3:72])[CH:67]=2)=[O:64])[CH:59]=[CH:60][CH:61]=1. No catalyst specified. The product is [CH:71]1([C:68]2[CH:67]=[C:66]([NH:65][C:63]([NH:62][C:58]3[CH:59]=[CH:60][CH:61]=[C:56]([O:55][C:46]4[C:45]5[C:50](=[CH:51][C:52]([O:53][CH3:54])=[C:43]([O:42][CH3:41])[CH:44]=5)[N:49]=[CH:48][N:47]=4)[CH:57]=3)=[O:64])[O:70][N:69]=2)[CH2:73][CH2:72]1. The yield is 0.490. (2) The reactants are [OH:1][N:2]=[C:3]([Cl:14])[C@H:4]1[CH2:8][O:7][C:6]2([CH2:13][CH2:12][CH2:11][CH2:10][CH2:9]2)[O:5]1.[CH3:15][S:16](Cl)(=[O:18])=[O:17].C(N(C(C)C)C(C)C)C. The catalyst is C1COCC1. The product is [CH3:15][S:16]([O:1][N:2]=[C:3]([Cl:14])[C@H:4]1[CH2:8][O:7][C:6]2([CH2:13][CH2:12][CH2:11][CH2:10][CH2:9]2)[O:5]1)(=[O:18])=[O:17]. The yield is 0.738. (3) The reactants are [O:1]=[C:2]1[CH2:7][O:6][C:5]2[N:8]=[C:9]([C:18]3[CH:23]=[CH:22][C:21]([C:24]4([NH:28][C:29](=[O:35])[O:30][C:31]([CH3:34])([CH3:33])[CH3:32])[CH2:27][CH2:26][CH2:25]4)=[CH:20][CH:19]=3)[C:10]([C:12]3[CH:17]=[CH:16][CH:15]=[CH:14][CH:13]=3)=[CH:11][C:4]=2[NH:3]1.[H-].[Na+].I[CH2:39][CH3:40]. The catalyst is CN(C)C=O. The product is [CH2:39]([N:3]1[C:2](=[O:1])[CH2:7][O:6][C:5]2[N:8]=[C:9]([C:18]3[CH:23]=[CH:22][C:21]([C:24]4([NH:28][C:29](=[O:35])[O:30][C:31]([CH3:32])([CH3:34])[CH3:33])[CH2:25][CH2:26][CH2:27]4)=[CH:20][CH:19]=3)[C:10]([C:12]3[CH:13]=[CH:14][CH:15]=[CH:16][CH:17]=3)=[CH:11][C:4]1=2)[CH3:40]. The yield is 0.130. (4) The reactants are [Cl:1][C:2]1[CH:10]=[CH:9][C:5]([C:6]([OH:8])=O)=[CH:4][C:3]=1[OH:11].[CH2:12]1[C@H:21]2[C@H:16]([CH2:17][CH2:18][C:19]3[CH:25]=[CH:24][CH:23]=[CH:22][C:20]=32)[NH:15][CH2:14][CH2:13]1.F[P-](F)(F)(F)(F)F.N1(OC(N(C)C)=[N+](C)C)C2N=CC=CC=2N=N1. No catalyst specified. The product is [Cl:1][C:2]1[CH:10]=[CH:9][C:5]([C:6]([N:15]2[C@@H:16]3[C@@H:21]([C:20]4[CH:22]=[CH:23][CH:24]=[CH:25][C:19]=4[CH2:18][CH2:17]3)[CH2:12][CH2:13][CH2:14]2)=[O:8])=[CH:4][C:3]=1[OH:11]. The yield is 0.460.